Dataset: Reaction yield outcomes from USPTO patents with 853,638 reactions. Task: Predict the reaction yield, written as a fraction of the theoretical maximum amount of product (1.0 means a 100% yield; for example, 0.34 means a 34% yield). The reactants are [Cl:1][C:2]1[CH:3]=[C:4]([N:9]([C:14]2[C:33]([CH:34]3[CH2:36][CH2:35]3)=[CH:32][C:17]3[C:18]([C:28]([NH:30][CH3:31])=[O:29])=[C:19]([C:21]4[CH:26]=[CH:25][C:24]([F:27])=[CH:23][CH:22]=4)[O:20][C:16]=3[CH:15]=2)[S:10]([CH3:13])(=[O:12])=[O:11])[CH:5]=[CH:6][C:7]=1[OH:8].C(=O)([O-])[O-].[K+].[K+].Br[CH2:44][B:45]1[O:49]C(C)(C)C(C)(C)[O:46]1. The catalyst is CC#N. The product is [Cl:1][C:2]1[CH:3]=[C:4]([N:9]([C:14]2[C:33]([CH:34]3[CH2:36][CH2:35]3)=[CH:32][C:17]3[C:18]([C:28](=[O:29])[NH:30][CH3:31])=[C:19]([C:21]4[CH:22]=[CH:23][C:24]([F:27])=[CH:25][CH:26]=4)[O:20][C:16]=3[CH:15]=2)[S:10]([CH3:13])(=[O:12])=[O:11])[CH:5]=[CH:6][C:7]=1[O:8][CH2:44][B:45]([OH:49])[OH:46]. The yield is 0.600.